Task: Predict the reactants needed to synthesize the given product.. Dataset: Full USPTO retrosynthesis dataset with 1.9M reactions from patents (1976-2016) (1) Given the product [N:19]1([CH2:18][CH2:17][N:13]2[C:14]3[C:10](=[CH:9][C:8]([N:5]4[CH:6]=[CH:7][C:2]([O:1][CH2:33][C:32]5[CH:31]=[CH:30][C:29]([C:28]([F:27])([F:37])[F:38])=[CH:36][CH:35]=5)=[CH:3][C:4]4=[O:24])=[CH:16][CH:15]=3)[CH:11]=[N:12]2)[CH2:23][CH2:22][CH2:21][CH2:20]1, predict the reactants needed to synthesize it. The reactants are: [OH:1][C:2]1[CH:7]=[CH:6][N:5]([C:8]2[CH:9]=[C:10]3[C:14](=[CH:15][CH:16]=2)[N:13]([CH2:17][CH2:18][N:19]2[CH2:23][CH2:22][CH2:21][CH2:20]2)[N:12]=[CH:11]3)[C:4](=[O:24])[CH:3]=1.[H-].[Na+].[F:27][C:28]([F:38])([F:37])[C:29]1[CH:36]=[CH:35][C:32]([CH2:33]Br)=[CH:31][CH:30]=1. (2) Given the product [CH2:1]([C:4]1[CH:9]=[CH:8][C:7]([C:10]([F:12])([F:13])[F:11])=[CH:6][C:5]=1[OH:14])[CH2:2][CH3:3], predict the reactants needed to synthesize it. The reactants are: [CH2:1]([C:4]1[CH:9]=[CH:8][C:7]([C:10]([F:13])([F:12])[F:11])=[CH:6][C:5]=1[OH:14])[CH:2]=[CH2:3].C(C1C(C(F)(F)F)=CC=CC=1O)C=C.[H][H]. (3) Given the product [C:18]([O:22][C:23]([NH:25][CH2:12]/[CH:11]=[CH:3]/[C:4]([OH:6])=[O:5])=[O:24])([CH3:21])([CH3:20])[CH3:19], predict the reactants needed to synthesize it. The reactants are: C([C:3]([CH2:11][CH3:12])(P(O)(O)=O)[C:4]([OH:6])=[O:5])C.[Li]CCCC.[C:18]([O:22][C:23]([N:25](C(OC(C)(C)C)=O)CC=O)=[O:24])([CH3:21])([CH3:20])[CH3:19].O. (4) Given the product [Cl:1][C:2]1[CH:7]=[CH:6][CH:5]=[CH:4][C:3]=1[CH:8]([C:19]1[CH:20]=[CH:21][C:22]([S:25]([CH3:28])(=[O:27])=[O:26])=[CH:23][CH:24]=1)[CH2:9][C:10]([C:12]1[CH:13]=[CH:14][C:15](=[O:18])[N:16]([CH3:31])[CH:17]=1)=[O:11], predict the reactants needed to synthesize it. The reactants are: [Cl:1][C:2]1[CH:7]=[CH:6][CH:5]=[CH:4][C:3]=1[CH:8]([C:19]1[CH:24]=[CH:23][C:22]([S:25]([CH3:28])(=[O:27])=[O:26])=[CH:21][CH:20]=1)[CH2:9][C:10]([C:12]1[CH:13]=[CH:14][C:15](=[O:18])[NH:16][CH:17]=1)=[O:11].IC.[C:31](=O)([O-])[O-].[K+].[K+]. (5) The reactants are: [F:1][C:2]1[CH:7]=[CH:6][C:5]([CH:8]([OH:26])[CH2:9][N:10]([CH3:25])[S:11]([C:14]2[C:15]3[CH2:23][CH2:22][CH2:21][C:20](=[O:24])[C:16]=3[S:17][C:18]=2Br)(=[O:13])=[O:12])=[CH:4][CH:3]=1.[CH3:27][O-:28].[Na+].CO.O. Given the product [F:1][C:2]1[CH:7]=[CH:6][C:5]([CH:8]([OH:26])[CH2:9][N:10]([CH3:25])[S:11]([C:14]2[C:15]3[CH2:23][CH2:22][CH2:21][C:20](=[O:24])[C:16]=3[S:17][C:18]=2[O:28][CH3:27])(=[O:13])=[O:12])=[CH:4][CH:3]=1, predict the reactants needed to synthesize it. (6) Given the product [ClH:34].[CH3:24][NH:23][CH:20]1[CH2:21][CH2:22][CH:17]([O:16][C:7]2[C:6]3[C:5]4[C@@H:4]([CH2:3][C@@H:2]([OH:1])[CH2:32][CH3:33])[CH2:15][CH2:14][C:13]=4[S:12][C:11]=3[N:10]=[CH:9][N:8]=2)[CH2:18][CH2:19]1, predict the reactants needed to synthesize it. The reactants are: [OH:1][C@@H:2]([CH2:32][CH3:33])[CH2:3][C@H:4]1[CH2:15][CH2:14][C:13]2[S:12][C:11]3[N:10]=[CH:9][N:8]=[C:7]([O:16][CH:17]4[CH2:22][CH2:21][CH:20]([N:23](C)[C:24](=O)OC(C)(C)C)[CH2:19][CH2:18]4)[C:6]=3[C:5]1=2.[ClH:34]. (7) The reactants are: [CH3:1][N:2]([C:10]([C:12]1[CH:17]=[CH:16][C:15]([NH:18][CH:19]([C:24]2[CH:28]=[C:27]([C:29]3[CH:34]=[CH:33][CH:32]=[CH:31][CH:30]=3)[O:26][C:25]=2[CH3:35])[CH2:20][CH:21]([CH3:23])[CH3:22])=[CH:14][CH:13]=1)=[O:11])[CH2:3][CH2:4][C:5]([O:7]CC)=[O:6]. Given the product [CH3:1][N:2]([C:10]([C:12]1[CH:13]=[CH:14][C:15]([NH:18][CH:19]([C:24]2[CH:28]=[C:27]([C:29]3[CH:30]=[CH:31][CH:32]=[CH:33][CH:34]=3)[O:26][C:25]=2[CH3:35])[CH2:20][CH:21]([CH3:23])[CH3:22])=[CH:16][CH:17]=1)=[O:11])[CH2:3][CH2:4][C:5]([OH:7])=[O:6], predict the reactants needed to synthesize it. (8) Given the product [NH2:8][C@H:9]1[CH2:13][CH2:12][N:11]([S:14]([C:17]2[C:18]3[C:19]([Cl:28])=[CH:20][N:21]=[C:22]([NH2:27])[C:23]=3[CH:24]=[CH:25][CH:26]=2)(=[O:15])=[O:16])[CH2:10]1.[ClH:29], predict the reactants needed to synthesize it. The reactants are: C(OC([NH:8][C@H:9]1[CH2:13][CH2:12][N:11]([S:14]([C:17]2[C:18]3[C:19]([Cl:28])=[CH:20][N:21]=[C:22]([NH2:27])[C:23]=3[CH:24]=[CH:25][CH:26]=2)(=[O:16])=[O:15])[CH2:10]1)=O)(C)(C)C.[ClH:29].CO. (9) Given the product [C:7]([O:6][CH2:5][CH:4]1[S:18][CH2:2][CH2:1][O:3]1)(=[O:14])[C:8]1[CH:13]=[CH:12][CH:11]=[CH:10][CH:9]=1, predict the reactants needed to synthesize it. The reactants are: [CH2:1]([O:3][CH:4](OCC)[CH2:5][O:6][C:7](=[O:14])[C:8]1[CH:13]=[CH:12][CH:11]=[CH:10][CH:9]=1)[CH3:2].[SH:18]CCO.O.C1(C)C=CC(S(O)(=O)=O)=CC=1.